This data is from NCI-60 drug combinations with 297,098 pairs across 59 cell lines. The task is: Regression. Given two drug SMILES strings and cell line genomic features, predict the synergy score measuring deviation from expected non-interaction effect. (1) Drug 1: C1=C(C(=O)NC(=O)N1)N(CCCl)CCCl. Drug 2: CC1=C(C(CCC1)(C)C)C=CC(=CC=CC(=CC(=O)O)C)C. Cell line: SNB-19. Synergy scores: CSS=6.55, Synergy_ZIP=-7.44, Synergy_Bliss=-4.03, Synergy_Loewe=-8.99, Synergy_HSA=-7.77. (2) Drug 1: C1CCN(CC1)CCOC2=CC=C(C=C2)C(=O)C3=C(SC4=C3C=CC(=C4)O)C5=CC=C(C=C5)O. Cell line: NCIH23. Drug 2: C1C(C(OC1N2C=NC(=NC2=O)N)CO)O. Synergy scores: CSS=-7.26, Synergy_ZIP=0.534, Synergy_Bliss=-5.09, Synergy_Loewe=-12.8, Synergy_HSA=-9.74. (3) Drug 1: CC(C)NC(=O)C1=CC=C(C=C1)CNNC.Cl. Drug 2: C1C(C(OC1N2C=NC3=C2NC=NCC3O)CO)O. Cell line: NCI-H522. Synergy scores: CSS=-6.12, Synergy_ZIP=0.969, Synergy_Bliss=-5.61, Synergy_Loewe=-5.24, Synergy_HSA=-7.87. (4) Drug 1: CC1OCC2C(O1)C(C(C(O2)OC3C4COC(=O)C4C(C5=CC6=C(C=C35)OCO6)C7=CC(=C(C(=C7)OC)O)OC)O)O. Drug 2: C1CNP(=O)(OC1)N(CCCl)CCCl. Cell line: SK-OV-3. Synergy scores: CSS=3.47, Synergy_ZIP=-1.56, Synergy_Bliss=1.37, Synergy_Loewe=-18.3, Synergy_HSA=-1.62.